Predict the product of the given reaction. From a dataset of Forward reaction prediction with 1.9M reactions from USPTO patents (1976-2016). (1) Given the reactants [C:1]1([CH2:7][CH2:8][CH2:9][CH2:10]C(O)=O)[CH:6]=[CH:5][CH:4]=[CH:3][CH:2]=1.[I:14][NH-], predict the reaction product. The product is: [I:14][CH2:10][CH2:9][CH2:8][CH2:7][C:1]1[CH:6]=[CH:5][CH:4]=[CH:3][CH:2]=1. (2) The product is: [Br:1][C:2]1[CH:3]=[C:4]([C:21]([O:23][CH2:24][CH3:25])=[O:22])[C:5](=[O:20])[N:6]([C:10]2[CH:15]=[CH:14][CH:13]=[C:12]([C:16]([F:17])([F:18])[F:19])[CH:11]=2)[C:7]=1[CH2:8][OH:27]. Given the reactants [Br:1][C:2]1[CH:3]=[C:4]([C:21]([O:23][CH2:24][CH3:25])=[O:22])[C:5](=[O:20])[N:6]([C:10]2[CH:15]=[CH:14][CH:13]=[C:12]([C:16]([F:19])([F:18])[F:17])[CH:11]=2)[C:7]=1[CH2:8]Br.C(=O)(O)[O-:27].[Na+], predict the reaction product.